Dataset: Peptide-MHC class II binding affinity with 134,281 pairs from IEDB. Task: Regression. Given a peptide amino acid sequence and an MHC pseudo amino acid sequence, predict their binding affinity value. This is MHC class II binding data. The peptide sequence is MFFVKNPTDTGHGTV. The MHC is HLA-DQA10201-DQB10402 with pseudo-sequence HLA-DQA10201-DQB10402. The binding affinity (normalized) is 0.270.